From a dataset of Full USPTO retrosynthesis dataset with 1.9M reactions from patents (1976-2016). Predict the reactants needed to synthesize the given product. (1) Given the product [CH:14]1[C:15]2[C:7](=[O:8])[C:2]3[C:1](=[CH:6][CH:5]=[CH:4][CH:3]=3)[C:10]=2[CH:11]=[CH:12][CH:13]=1, predict the reactants needed to synthesize it. The reactants are: [C:1]1([C:10]2[CH:15]=[CH:14][CH:13]=[CH:12][CH:11]=2)[C:2]([C:7](O)=[O:8])=[CH:3][CH:4]=[CH:5][CH:6]=1.FC(F)(F)S(O)(=O)=O. (2) Given the product [O:28]=[C:4]1[CH2:5][CH2:6][O:1][CH2:2][CH:3]1[S:13]([NH2:14])(=[O:16])=[O:15], predict the reactants needed to synthesize it. The reactants are: [O:1]1[CH2:6][CH:5]=[C:4](N2CCOCC2)[CH2:3][CH2:2]1.[S:13](Cl)(=[O:16])(=[O:15])[NH2:14].C(NC(C)C)(C)C.C1C[O:28]CC1.